Dataset: Forward reaction prediction with 1.9M reactions from USPTO patents (1976-2016). Task: Predict the product of the given reaction. (1) Given the reactants [C:1]([C:3]1[C:7]([CH3:8])=[N:6][N:5]([CH3:9])[C:4]=1[NH:10][C:11](=O)[C:12]1[CH:17]=[CH:16][CH:15]=[CH:14][C:13]=1[F:18])#[N:2].[OH:20]O.Cl, predict the reaction product. The product is: [F:18][C:13]1[CH:14]=[CH:15][CH:16]=[CH:17][C:12]=1[C:11]1[NH:2][C:1](=[O:20])[C:3]2[C:7]([CH3:8])=[N:6][N:5]([CH3:9])[C:4]=2[N:10]=1. (2) Given the reactants C([O:9][C@@H:10]1[CH2:18][C@@H:13]2[O:14][C:15](=[O:17])[CH2:16][C@@H:12]2[C@@H:11]1[CH2:19][O:20][Si:21]([C:34]([CH3:37])([CH3:36])[CH3:35])([C:28]1[CH:33]=[CH:32][CH:31]=[CH:30][CH:29]=1)[C:22]1[CH:27]=[CH:26][CH:25]=[CH:24][CH:23]=1)(=O)C1C=CC=CC=1.C(=O)([O-])[O-].[K+].[K+].[Cl-].[NH4+], predict the reaction product. The product is: [O:20]([CH2:19][C@H:11]1[C@@H:12]2[C@@H:13]([O:14][C:15](=[O:17])[CH2:16]2)[CH2:18][C@H:10]1[OH:9])[Si:21]([C:34]([CH3:35])([CH3:36])[CH3:37])([C:22]1[CH:27]=[CH:26][CH:25]=[CH:24][CH:23]=1)[C:28]1[CH:33]=[CH:32][CH:31]=[CH:30][CH:29]=1. (3) The product is: [CH2:77]([N:47]([CH2:43][CH2:44][CH2:45][CH3:46])[C:48]([C:50]1[N:51]=[C:52]([C:55]2[CH:64]=[CH:63][C:58]([C:59]([O:61][CH3:62])=[O:60])=[CH:57][C:56]=2[C:65]([N:67]2[CH2:76][CH2:75][C:74]3[C:69](=[CH:70][CH:71]=[CH:72][CH:73]=3)[CH2:68]2)=[O:66])[N:53]([CH2:3][CH2:2][CH2:1][N:5]([CH3:39])[CH3:6])[CH:54]=1)=[O:49])[CH2:78][CH2:79][CH3:80]. Given the reactants [CH2:1]([N:5]([CH2:39]CCC)[C:6](C1N=C(C2C=CC(C(OC)=O)=CC=2[C:6]([N:5]2[CH2:1][CH2:2][C:3]3C(=CC=CC=3)[CH2:39]2)=O)N(CCCO)C=1)=O)[CH2:2][CH2:3]C.[CH2:43]([N:47]([CH2:77][CH2:78][CH2:79][CH3:80])[C:48]([C:50]1[N:51]=[C:52]([C:55]2[CH:64]=[CH:63][C:58]([C:59]([O:61][CH3:62])=[O:60])=[CH:57][C:56]=2[C:65]([N:67]2[CH2:76][CH2:75][C:74]3[C:69](=[CH:70][CH:71]=[CH:72][CH:73]=3)[CH2:68]2)=[O:66])[NH:53][CH:54]=1)=[O:49])[CH2:44][CH2:45][CH3:46].BrCCCN(C)C, predict the reaction product. (4) Given the reactants [H-].[Na+].[F:3][C:4]([F:8])([F:7])[CH2:5][OH:6].C[O:10][C:11]([C:13]1[O:14][C:15]([CH2:18]Cl)=[CH:16][CH:17]=1)=[O:12], predict the reaction product. The product is: [F:3][C:4]([F:8])([F:7])[CH2:5][O:6][CH2:18][C:15]1[O:14][C:13]([C:11]([OH:12])=[O:10])=[CH:17][CH:16]=1. (5) Given the reactants [Br:1][C:2]1[CH:3]=[C:4]2[C:8](=[CH:9][CH:10]=1)[NH:7][CH:6]=[CH:5]2.F[C:12]1[CH:17]=[CH:16][CH:15]=[CH:14][CH:13]=1, predict the reaction product. The product is: [Br:1][C:2]1[CH:3]=[C:4]2[C:8](=[CH:9][CH:10]=1)[N:7]([C:12]1[CH:17]=[CH:16][CH:15]=[CH:14][CH:13]=1)[CH:6]=[CH:5]2.